This data is from Retrosynthesis with 50K atom-mapped reactions and 10 reaction types from USPTO. The task is: Predict the reactants needed to synthesize the given product. (1) Given the product N#Cc1cccc(C(=O)Nc2cccc(-c3nnn[nH]3)c2)c1, predict the reactants needed to synthesize it. The reactants are: N#Cc1cccc(C(=O)O)c1.Nc1cccc(-c2nnn[nH]2)c1. (2) Given the product CC1(NS(C)(=O)=O)COC(c2nc(-c3ccncc3)c(-c3ccc(F)cc3)[nH]2)OC1, predict the reactants needed to synthesize it. The reactants are: CC1(N)COC(c2nc(-c3ccncc3)c(-c3ccc(F)cc3)[nH]2)OC1.CS(=O)(=O)Cl. (3) Given the product CC(=O)NNC(=O)c1ccc(Br)c(C)c1, predict the reactants needed to synthesize it. The reactants are: CC(=O)OC(C)=O.Cc1cc(C(=O)NN)ccc1Br. (4) Given the product COC(=O)N(C)C1(C)CC(C)(C)CC(C)(C)C1, predict the reactants needed to synthesize it. The reactants are: CNC1(C)CC(C)(C)CC(C)(C)C1.COC(=O)Cl. (5) The reactants are: COC(=O)C(CC1CCCC1O)c1ccc(Cl)c(Cl)c1. Given the product COC(=O)C(CC1CCCC1=O)c1ccc(Cl)c(Cl)c1, predict the reactants needed to synthesize it. (6) Given the product Cc1cc(Oc2ccc(C(=O)N[C@@H](C)C(=O)O)cc2)ccc1N(CCCl)CCCl, predict the reactants needed to synthesize it. The reactants are: Cc1cc(Oc2ccc(C(=O)N[C@@H](C)C(=O)OC(C)(C)C)cc2)ccc1N(CCCl)CCCl. (7) Given the product CN(C(=O)Cl)C1c2ccccc2Oc2ccccc21, predict the reactants needed to synthesize it. The reactants are: CNC1c2ccccc2Oc2ccccc21.O=C(Cl)Cl.